This data is from Forward reaction prediction with 1.9M reactions from USPTO patents (1976-2016). The task is: Predict the product of the given reaction. (1) Given the reactants [C:1]([O:5][C:6]([NH:8][CH2:9][CH2:10][CH2:11][C:12]1([C:29]2[CH:34]=[CH:33][CH:32]=[CH:31][CH:30]=2)[N:16]([C:17](=[S:20])[NH:18][NH2:19])[N:15]=[C:14]([C:21]2[CH:26]=[C:25]([F:27])[CH:24]=[CH:23][C:22]=2[F:28])[S:13]1)=[O:7])([CH3:4])([CH3:3])[CH3:2].[C:35](OC(=O)C)(=[O:37])[CH3:36], predict the reaction product. The product is: [C:35]([NH:19][NH:18][C:17]([N:16]1[N:15]=[C:14]([C:21]2[CH:26]=[C:25]([F:27])[CH:24]=[CH:23][C:22]=2[F:28])[S:13][C:12]1([CH2:11][CH2:10][CH2:9][NH:8][C:6]([O:5][C:1]([CH3:4])([CH3:2])[CH3:3])=[O:7])[C:29]1[CH:30]=[CH:31][CH:32]=[CH:33][CH:34]=1)=[S:20])(=[O:37])[CH3:36]. (2) The product is: [O:3]=[C:4]1[N:10]([CH:11]2[CH2:12][CH2:13][N:14]([C:17]([O:19][C@@H:20]([C:34]([OH:36])=[O:35])[CH2:21][C:22]3[CH:32]=[C:31]([CH3:33])[C:25]4[NH:26][C:27]([O:29][CH3:30])=[N:28][C:24]=4[CH:23]=3)=[O:18])[CH2:15][CH2:16]2)[CH2:9][CH2:8][C:7]2[CH:38]=[CH:39][CH:40]=[CH:41][C:6]=2[NH:5]1. Given the reactants [Li+].[OH-].[O:3]=[C:4]1[N:10]([CH:11]2[CH2:16][CH2:15][N:14]([C:17]([O:19][C@@H:20]([C:34]([O:36]C)=[O:35])[CH2:21][C:22]3[CH:32]=[C:31]([CH3:33])[C:25]4[NH:26][C:27]([O:29][CH3:30])=[N:28][C:24]=4[CH:23]=3)=[O:18])[CH2:13][CH2:12]2)[CH2:9][CH2:8][C:7]2[CH:38]=[CH:39][CH:40]=[CH:41][C:6]=2[NH:5]1.Cl, predict the reaction product. (3) Given the reactants [NH2:1][C:2]1[CH:3]=[C:4]([C:15]([O:17]C)=[O:16])[CH:5]=[C:6]([C:8]2[CH:13]=[CH:12][C:11]([CH3:14])=[CH:10][CH:9]=2)[CH:7]=1.C(N(CC)C(C)C)(C)C.Br[CH2:29][CH2:30][CH2:31][CH2:32][C:33](Cl)=[O:34].CC(C)([O-])C.[Na+].[OH-].[Li+], predict the reaction product. The product is: [CH3:14][C:11]1[CH:10]=[CH:9][C:8]([C:6]2[CH:7]=[C:2]([N:1]3[CH2:29][CH2:30][CH2:31][CH2:32][C:33]3=[O:34])[CH:3]=[C:4]([C:15]([OH:17])=[O:16])[CH:5]=2)=[CH:13][CH:12]=1. (4) The product is: [CH2:1]([O:9][C:10]1[C:18]2[O:17][C:16]([CH3:19])([CH3:20])[C:15](=[O:21])[C:14]=2[C:13]([CH3:22])=[C:12]([N:23]2[CH2:28][CH2:27][N:26]([C:29]3[CH:34]=[CH:33][C:32]([O:35][CH3:36])=[CH:31][CH:30]=3)[CH2:25][CH2:24]2)[C:11]=1[CH3:37])[CH3:2]. Given the reactants [CH2:1](I)[CH3:2].CN(C=O)C.[OH:9][C:10]1[C:18]2[O:17][C:16]([CH3:20])([CH3:19])[C:15](=[O:21])[C:14]=2[C:13]([CH3:22])=[C:12]([N:23]2[CH2:28][CH2:27][N:26]([C:29]3[CH:34]=[CH:33][C:32]([O:35][CH3:36])=[CH:31][CH:30]=3)[CH2:25][CH2:24]2)[C:11]=1[CH3:37].C(=O)([O-])[O-].[K+].[K+], predict the reaction product. (5) Given the reactants [NH2:1][CH2:2][CH2:3][N:4]1[CH:8]=[CH:7][C:6]([C:9]2[CH:10]=[C:11]([C:17]#[N:18])[C:12](=[CH:15][CH:16]=2)[C:13]#[N:14])=[N:5]1.[N:19]1[CH:24]=[CH:23][CH:22]=[CH:21][C:20]=1[C:25]1[CH:29]=[C:28]([C:30](O)=[O:31])[NH:27][N:26]=1, predict the reaction product. The product is: [C:17]([C:11]1[CH:10]=[C:9]([C:6]2[CH:7]=[CH:8][N:4]([CH2:3][CH2:2][NH:1][C:30]([C:28]3[NH:27][N:26]=[C:25]([C:20]4[CH:21]=[CH:22][CH:23]=[CH:24][N:19]=4)[CH:29]=3)=[O:31])[N:5]=2)[CH:16]=[CH:15][C:12]=1[C:13]#[N:14])#[N:18]. (6) The product is: [CH3:1][S:2]([O:6][CH2:7][CH:8]1[CH2:12][CH2:11][N:10]([C:13]([O:15][C:16]([CH3:19])([CH3:18])[CH3:17])=[O:14])[CH2:9]1)(=[O:4])=[O:3]. Given the reactants [CH3:1][S:2](Cl)(=[O:4])=[O:3].[OH:6][CH2:7][CH:8]1[CH2:12][CH2:11][N:10]([C:13]([O:15][C:16]([CH3:19])([CH3:18])[CH3:17])=[O:14])[CH2:9]1, predict the reaction product. (7) Given the reactants [Cl:1][C:2]1[CH:11]=[C:10]([CH3:12])[C:9](I)=[CH:8][C:3]=1[C:4]([O:6][CH3:7])=[O:5].[B:14]1([B:14]2[O:18][C:17]([CH3:20])([CH3:19])[C:16]([CH3:22])([CH3:21])[O:15]2)[O:18][C:17]([CH3:20])([CH3:19])[C:16]([CH3:22])([CH3:21])[O:15]1.C([O-])(=O)C.[K+], predict the reaction product. The product is: [Cl:1][C:2]1[CH:11]=[C:10]([CH3:12])[C:9]([B:14]2[O:18][C:17]([CH3:20])([CH3:19])[C:16]([CH3:22])([CH3:21])[O:15]2)=[CH:8][C:3]=1[C:4]([O:6][CH3:7])=[O:5].